From a dataset of Reaction yield outcomes from USPTO patents with 853,638 reactions. Predict the reaction yield, written as a fraction of the theoretical maximum amount of product (1.0 means a 100% yield; for example, 0.34 means a 34% yield). (1) The reactants are I[C:2]1[CH:7]=[CH:6][C:5]([CH:8]([CH3:10])[CH3:9])=[CH:4][CH:3]=1.[N:11]1[CH:16]=[CH:15][CH:14]=[CH:13][C:12]=1[O-:17].C([N+](CCCC)(CCCC)CCCC)CCC. The catalyst is [Cu]I.CN(C=O)C. The product is [CH:8]([C:5]1[CH:6]=[CH:7][C:2]([N:11]2[CH:16]=[CH:15][CH:14]=[CH:13][C:12]2=[O:17])=[CH:3][CH:4]=1)([CH3:10])[CH3:9]. The yield is 0.950. (2) The reactants are [H-].[Na+].CO[C:5]([C:7]1[S:8][CH:9]=[CH:10][C:11]=1[NH:12][CH2:13][C:14]1[CH:19]=[CH:18][C:17]([O:20][CH3:21])=[CH:16][CH:15]=1)=[O:6].C([CH:24]([C:28](Cl)=[O:29])[C:25](Cl)=[O:26])C.[O-:31][CH2:32][CH3:33].[Na+]. The catalyst is CN(C=O)C. The product is [CH2:32]([O:31][C:28]([C:24]1[C:25](=[O:26])[N:12]([CH2:13][C:14]2[CH:15]=[CH:16][C:17]([O:20][CH3:21])=[CH:18][CH:19]=2)[C:11]2[CH:10]=[CH:9][S:8][C:7]=2[C:5]=1[OH:6])=[O:29])[CH3:33]. The yield is 0.790. (3) The reactants are [CH2:1]([N:8]1[C:12](=[O:13])[C:11](=[C:14]2[N:18]([CH3:19])[C:17]3[CH:20]=[CH:21][C:22]([NH:24][C:25]([NH:34]C(OC(C)(C)C)=O)=[N:26]C(OC(C)(C)C)=O)=[CH:23][C:16]=3[S:15]2)[S:10][C:9]1=[N:42][C:43]1[CH:48]=[C:47]([C:49]#[N:50])[CH:46]=[CH:45][C:44]=1[NH:51][CH2:52][CH3:53])[C:2]1[CH:7]=[CH:6][CH:5]=[CH:4][CH:3]=1.C(O)(C(F)(F)F)=O. The catalyst is C(Cl)Cl. The product is [CH2:1]([N:8]1[C:12](=[O:13])[C:11](=[C:14]2[N:18]([CH3:19])[C:17]3[CH:20]=[CH:21][C:22]([NH:24][C:25]([NH2:34])=[NH:26])=[CH:23][C:16]=3[S:15]2)[S:10][C:9]1=[N:42][C:43]1[CH:48]=[C:47]([C:49]#[N:50])[CH:46]=[CH:45][C:44]=1[NH:51][CH2:52][CH3:53])[C:2]1[CH:3]=[CH:4][CH:5]=[CH:6][CH:7]=1. The yield is 0.300. (4) The reactants are N1CCCCC1.[F:7][C:8]1[CH:15]=[CH:14][C:13]([F:16])=[CH:12][C:9]=1[CH:10]=O.C(O)(=O)[CH2:18][C:19]([OH:21])=[O:20].Cl. The catalyst is N1C=CC=CC=1. The product is [F:7][C:8]1[CH:15]=[CH:14][C:13]([F:16])=[CH:12][C:9]=1[CH:10]=[CH:18][C:19]([OH:21])=[O:20]. The yield is 0.857. (5) The reactants are Cl.[NH2:2][CH2:3][CH2:4][NH:5][C:6](=[O:22])[O:7][CH2:8][CH:9]1[C:21]2[CH:20]=[CH:19][CH:18]=[CH:17][C:16]=2[C:15]2[C:10]1=[CH:11][CH:12]=[CH:13][CH:14]=2.[C:23](O)(=[O:31])[C@@H:24]([C@H:26]([C:28]([OH:30])=[O:29])[OH:27])[OH:25].C(N(CC)CC)C.O.ON1C2C=CC=CC=2N=N1.Cl.C(N=C=NCCCN(C)C)C. The catalyst is CN(C)C=O.C(OCC)(=O)C. The product is [CH:11]1[C:10]2[CH:9]([CH2:8][O:7][C:6]([NH:5][CH2:4][CH2:3][NH:2][C:23](=[O:31])[CH:24]([OH:25])[CH:26]([OH:27])[C:28]([OH:30])=[O:29])=[O:22])[C:21]3[C:16](=[CH:17][CH:18]=[CH:19][CH:20]=3)[C:15]=2[CH:14]=[CH:13][CH:12]=1. The yield is 0.420. (6) The reactants are [F:1][C:2]1[CH:9]=[C:8]([OH:10])[C:7]([CH:11]2[C:19]3[C:14](=[CH:15][CH:16]=[CH:17][CH:18]=3)[N:13]([CH2:20][C:21]3[CH:26]=[CH:25][C:24]([O:27][CH3:28])=[CH:23][CH:22]=3)[C:12]2=[O:29])=[CH:6][C:3]=1[C:4]#[N:5].Cl[CH2:31]I.C(=O)([O-])[O-].[Cs+].[Cs+]. The catalyst is O1CCCC1.CN(C)C=O. The product is [F:1][C:2]1[C:3]([C:4]#[N:5])=[CH:6][C:7]2[C:11]3([CH2:31][O:10][C:8]=2[CH:9]=1)[C:19]1[C:14](=[CH:15][CH:16]=[CH:17][CH:18]=1)[N:13]([CH2:20][C:21]1[CH:22]=[CH:23][C:24]([O:27][CH3:28])=[CH:25][CH:26]=1)[C:12]3=[O:29]. The yield is 0.480. (7) The reactants are Cl[C:2]1[CH:3]=[CH:4][C:5]([N+:10]([O-:12])=[O:11])=[C:6]([O:8][CH3:9])[CH:7]=1.[P:13]([O-:20])([O:17][CH2:18][CH3:19])[O:14][CH2:15][CH3:16].CC1(C)C2C(=C(P(C3C=CC=CC=3)C3C=CC=CC=3)C=CC=2)OC2C(P(C3C=CC=CC=3)C3C=CC=CC=3)=CC=CC1=2.P([O-])([O-])([O-])=O.[K+].[K+].[K+]. The catalyst is CN(C=O)C.C([O-])(=O)C.[Pd+2].C([O-])(=O)C. The product is [CH3:9][O:8][C:6]1[CH:7]=[C:2]([P:13](=[O:20])([O:17][CH2:18][CH3:19])[O:14][CH2:15][CH3:16])[CH:3]=[CH:4][C:5]=1[N+:10]([O-:12])=[O:11]. The yield is 0.330. (8) The catalyst is CO.O1CCOCC1. The yield is 0.930. The product is [ClH:37].[CH3:1][O:2][C:3](=[O:36])[C@@H:4]([NH:14][C:15]([C:17]1[C:18]([CH3:35])=[N:19][C:20]([NH:24][CH2:25][CH2:26][CH2:27][C:28]2[CH:33]=[CH:32][CH:31]=[C:30]([OH:34])[CH:29]=2)=[N:21][C:22]=1[CH3:23])=[O:16])[CH2:5][NH2:6]. The reactants are [CH3:1][O:2][C:3](=[O:36])[C@@H:4]([NH:14][C:15]([C:17]1[C:18]([CH3:35])=[N:19][C:20]([NH:24][CH2:25][CH2:26][CH2:27][C:28]2[CH:33]=[CH:32][CH:31]=[C:30]([OH:34])[CH:29]=2)=[N:21][C:22]=1[CH3:23])=[O:16])[CH2:5][NH:6]C(OC(C)(C)C)=O.[ClH:37]. (9) The reactants are Br[CH2:2][C:3]1[C:8]2[S:9][CH:10]=[CH:11][C:7]=2[CH:6]=[CH:5][CH:4]=1.[CH3:12][CH:13]([CH3:29])[CH2:14][NH:15][CH:16]1[CH2:21][CH2:20][N:19]([C:22]([O:24][C:25]([CH3:28])([CH3:27])[CH3:26])=[O:23])[CH2:18][CH2:17]1.C(=O)([O-])[O-].[K+].[K+]. The catalyst is C(#N)C. The product is [S:9]1[C:8]2[C:3]([CH2:2][N:15]([CH2:14][CH:13]([CH3:29])[CH3:12])[CH:16]3[CH2:17][CH2:18][N:19]([C:22]([O:24][C:25]([CH3:26])([CH3:27])[CH3:28])=[O:23])[CH2:20][CH2:21]3)=[CH:4][CH:5]=[CH:6][C:7]=2[CH:11]=[CH:10]1. The yield is 0.400. (10) The reactants are Br[C:2]1[N:3]=[CH:4][C:5]([N:8]2[CH2:13][CH2:12][N:11]([C:14]([O:16][C:17]([CH3:20])([CH3:19])[CH3:18])=[O:15])[CH2:10][C@@H:9]2[CH3:21])=[N:6][CH:7]=1.[C:22]1([C:28]([C:30]2[CH:35]=[CH:34][CH:33]=[CH:32][CH:31]=2)=[NH:29])[CH:27]=[CH:26][CH:25]=[CH:24][CH:23]=1.C1C=CC(P(C2C=CC3C(=CC=CC=3)C=2C2C3C(=CC=CC=3)C=CC=2P(C2C=CC=CC=2)C2C=CC=CC=2)C2C=CC=CC=2)=CC=1.C([O-])([O-])=O.[Cs+].[Cs+]. The catalyst is C1C=CC(/C=C/C(/C=C/C2C=CC=CC=2)=O)=CC=1.C1C=CC(/C=C/C(/C=C/C2C=CC=CC=2)=O)=CC=1.C1C=CC(/C=C/C(/C=C/C2C=CC=CC=2)=O)=CC=1.[Pd].[Pd].O1CCOCC1. The product is [C:22]1([C:28](=[N:29][C:2]2[N:3]=[CH:4][C:5]([N:8]3[CH2:13][CH2:12][N:11]([C:14]([O:16][C:17]([CH3:20])([CH3:19])[CH3:18])=[O:15])[CH2:10][C@@H:9]3[CH3:21])=[N:6][CH:7]=2)[C:30]2[CH:31]=[CH:32][CH:33]=[CH:34][CH:35]=2)[CH:27]=[CH:26][CH:25]=[CH:24][CH:23]=1. The yield is 0.750.